Dataset: Full USPTO retrosynthesis dataset with 1.9M reactions from patents (1976-2016). Task: Predict the reactants needed to synthesize the given product. (1) Given the product [ClH:15].[ClH:15].[C:23]([C:27]1[CH:28]=[CH:29][C:30]([NH:31][C:44]2[C:45]3[C:50](=[CH:49][CH:48]=[CH:47][CH:46]=3)[C:41]([CH2:40][C:37]3[CH:38]=[CH:39][N:34]=[CH:35][CH:36]=3)=[N:42][N:43]=2)=[CH:32][CH:33]=1)([CH3:26])([CH3:24])[CH3:25], predict the reactants needed to synthesize it. The reactants are: O=P12OP3(OP(OP(O3)(O1)=O)(=O)O2)=O.[ClH:15].C(N(CC)CC)C.[C:23]([C:27]1[CH:33]=[CH:32][C:30]([NH2:31])=[CH:29][CH:28]=1)([CH3:26])([CH3:25])[CH3:24].[N:34]1[CH:39]=[CH:38][C:37]([CH2:40][C:41]2[C:50]3[C:45](=[CH:46][CH:47]=[CH:48][CH:49]=3)[C:44](=O)[NH:43][N:42]=2)=[CH:36][CH:35]=1. (2) Given the product [S:1]1[CH:3]=[CH:4][N:5]2[C:6]3[CH:7]=[C:8]([CH:14]=[O:15])[CH:9]=[CH:10][C:11]=3[N:12]=[C:13]12, predict the reactants needed to synthesize it. The reactants are: [S:1]1[C:13]2[N:5]([C:6]3[C:11]([N:12]=2)=[CH:10][CH:9]=[C:8]([CH2:14][OH:15])[CH:7]=3)[CH2:4][CH2:3]C1.